This data is from Full USPTO retrosynthesis dataset with 1.9M reactions from patents (1976-2016). The task is: Predict the reactants needed to synthesize the given product. (1) Given the product [F:22][C:23]1[CH:47]=[CH:46][CH:45]=[C:44]([F:48])[C:24]=1[C:25]([N:27]1[CH2:9][N:8]([CH3:13])[CH2:7][N:30]([C:31]2[CH:36]=[CH:35][C:34]([S:37]([C:39]([F:41])([F:40])[F:42])=[O:38])=[CH:33][C:32]=2[F:43])[C:28]1=[O:29])=[O:26], predict the reactants needed to synthesize it. The reactants are: P(Cl)(Cl)(Cl)(Cl)Cl.[CH3:7][N:8]1[CH2:13]N(C)CN(C)[CH2:9]1.ClCN(CCl)C.[F:22][C:23]1[CH:47]=[CH:46][CH:45]=[C:44]([F:48])[C:24]=1[C:25]([NH:27][C:28]([NH:30][C:31]1[CH:36]=[CH:35][C:34]([S:37]([C:39]([F:42])([F:41])[F:40])=[O:38])=[CH:33][C:32]=1[F:43])=[O:29])=[O:26].C(N(CC)CC)C.[OH-].[Na+]. (2) The reactants are: Cl.O1CCOCC1.Cl[C:9]1[C:18]2[C:13](=[CH:14][N:15]=[CH:16][CH:17]=2)[CH:12]=[CH:11][N:10]=1.[CH:19]([C:22]1[CH:28]=[CH:27][C:25]([NH2:26])=[CH:24][CH:23]=1)([CH3:21])[CH3:20]. Given the product [CH:19]([C:22]1[CH:28]=[CH:27][C:25]([NH:26][C:9]2[C:18]3[C:13](=[CH:14][N:15]=[CH:16][CH:17]=3)[CH:12]=[CH:11][N:10]=2)=[CH:24][CH:23]=1)([CH3:21])[CH3:20], predict the reactants needed to synthesize it. (3) Given the product [NH2:15][C@H:12]([C:6]1[N:5]([CH:23]2[CH2:24][CH2:25]2)[C:4](=[O:26])[C:3]2[C:8](=[CH:9][CH:10]=[CH:11][C:2]=2[F:1])[N:7]=1)[CH2:13][CH3:14], predict the reactants needed to synthesize it. The reactants are: [F:1][C:2]1[CH:11]=[CH:10][CH:9]=[C:8]2[C:3]=1[C:4](=[O:26])[N:5]([CH:23]1[CH2:25][CH2:24]1)[C:6]([C@@H:12]([NH:15]C(=O)OC(C)(C)C)[CH2:13][CH3:14])=[N:7]2.Cl.O.C([O-])(O)=O.[Na+].